Dataset: Full USPTO retrosynthesis dataset with 1.9M reactions from patents (1976-2016). Task: Predict the reactants needed to synthesize the given product. (1) Given the product [O:22]1[CH:18]=[CH:17][N:1]=[C:21]1[C:23]1[N:24]=[C:25]([NH2:40])[C:26]2[CH:31]=[C:30]([CH:32]([C:34]3[CH:39]=[CH:38][CH:37]=[CH:36][CH:35]=3)[CH3:33])[S:29][C:27]=2[N:28]=1, predict the reactants needed to synthesize it. The reactants are: [NH2:1]C1SC(C(C2C=CC=CC=2)C)=CC=1C#N.[CH3:17][C:18]1[O:22][C:21]([C:23]2[N:24]=[C:25]([NH2:40])[C:26]3[CH:31]=[C:30]([CH:32]([C:34]4[CH:39]=[CH:38][CH:37]=[CH:36][CH:35]=4)[CH3:33])[S:29][C:27]=3[N:28]=2)=CC=1.O1C=CN=C1C#N.CC1OC(C#N)=CC=1. (2) Given the product [CH3:1][C:2]1[CH:3]=[CH:4][C:5]([S:8]([O:11][CH2:12][CH:13]2[CH2:17][C:16]3[CH:18]=[C:19]([Cl:30])[CH:20]=[C:21]([C:15]4[CH:35]=[CH:34][CH:33]=[C:32]([CH3:37])[CH:31]=4)[C:41]=3[O:44]2)(=[O:9])=[O:10])=[CH:6][CH:7]=1, predict the reactants needed to synthesize it. The reactants are: [CH3:1][C:2]1[CH:7]=[CH:6][C:5]([S:8]([O:11][CH2:12][CH:13]2[CH2:17][C:16]3[CH:18]=[C:19]([Cl:30])[CH:20]=[C:21](OS(C(F)(F)F)(=O)=O)[C:15]=3O2)(=[O:10])=[O:9])=[CH:4][CH:3]=1.[CH3:31][C:32]1[CH:33]=[C:34](B(O)O)[CH:35]=C[CH:37]=1.[C:41](=[O:44])([O-])[O-].[K+].[K+]. (3) Given the product [O:20]([CH2:19][C:15]1[O:16][CH:17]=[CH:18][C:14]=1[CH:11]1[CH2:10][CH2:9][NH:8][CH2:13][CH2:12]1)[C:37]1[CH:42]=[CH:41][CH:40]=[CH:39][CH:38]=1.[C:44]([OH:50])([C:46]([F:49])([F:48])[F:47])=[O:45], predict the reactants needed to synthesize it. The reactants are: C(OC([N:8]1[CH2:13][CH2:12][CH:11]([C:14]2[CH:18]=[CH:17][O:16][C:15]=2[CH2:19][O:20]S(C2C=CC(C)=CC=2)(=O)=O)[CH2:10][CH2:9]1)=O)(C)(C)C.C(=O)([O-])[O-].[K+].[K+].[C:37]1(O)[CH:42]=[CH:41][CH:40]=[CH:39][CH:38]=1.[C:44]([OH:50])([C:46]([F:49])([F:48])[F:47])=[O:45].